This data is from Full USPTO retrosynthesis dataset with 1.9M reactions from patents (1976-2016). The task is: Predict the reactants needed to synthesize the given product. (1) Given the product [CH3:20][C:16]1[N:15]=[C:14]([NH:13][CH:7]([C:6]2[CH:9]=[CH:10][C:3]([C:2]([F:12])([F:11])[F:1])=[CH:4][CH:5]=2)[C:23]2[C:22]([OH:21])=[C:31]3[C:26]([CH:27]=[CH:28][CH:29]=[N:30]3)=[CH:25][CH:24]=2)[CH:19]=[CH:18][CH:17]=1, predict the reactants needed to synthesize it. The reactants are: [F:1][C:2]([F:12])([F:11])[C:3]1[CH:10]=[CH:9][C:6]([CH:7]=O)=[CH:5][CH:4]=1.[NH2:13][C:14]1[CH:19]=[CH:18][CH:17]=[C:16]([CH3:20])[N:15]=1.[OH:21][C:22]1[CH:23]=[CH:24][CH:25]=[C:26]2[C:31]=1[N:30]=[CH:29][CH:28]=[CH:27]2. (2) Given the product [Cl:11][C:4]1[N:3]=[C:2]([NH:18][C@H:19]([C:22]2[CH:27]=[CH:26][C:25]([F:28])=[CH:24][CH:23]=2)[CH2:20][OH:21])[C:7]([N+:8]([O-:10])=[O:9])=[CH:6][CH:5]=1, predict the reactants needed to synthesize it. The reactants are: Cl[C:2]1[C:7]([N+:8]([O-:10])=[O:9])=[CH:6][CH:5]=[C:4]([Cl:11])[N:3]=1.C(=O)([O-])[O-].[K+].[K+].[NH2:18][C@H:19]([C:22]1[CH:27]=[CH:26][C:25]([F:28])=[CH:24][CH:23]=1)[CH2:20][OH:21]. (3) The reactants are: [C:1](Cl)(=[O:5])[C:2](Cl)=[O:3].[CH2:7]([N:9](CC)[CH2:10]C)C.[Cl:14][C:15]1[CH:45]=[C:44]([C:46]([F:49])([F:48])[F:47])[CH:43]=[CH:42][C:16]=1[O:17][C:18]1[CH:23]=[CH:22][C:21]([N:24]2[CH2:29][NH:28][CH2:27][N:26]([C:30](=[O:39])[C:31]3[C:36]([F:37])=[CH:35][CH:34]=[CH:33][C:32]=3[F:38])[C:25]2=[O:40])=[C:20]([F:41])[CH:19]=1.Cl.CNC. Given the product [Cl:14][C:15]1[CH:45]=[C:44]([C:46]([F:49])([F:48])[F:47])[CH:43]=[CH:42][C:16]=1[O:17][C:18]1[CH:23]=[CH:22][C:21]([N:24]2[C:25](=[O:40])[N:26]([C:30](=[O:39])[C:31]3[C:36]([F:37])=[CH:35][CH:34]=[CH:33][C:32]=3[F:38])[CH2:27][N:28]([C:1](=[O:5])[C:2]([N:9]([CH3:10])[CH3:7])=[O:3])[CH2:29]2)=[C:20]([F:41])[CH:19]=1, predict the reactants needed to synthesize it. (4) Given the product [CH2:9]([C:5]1[CH:6]=[CH:7][CH:8]=[C:3]([CH2:1][CH3:2])[C:4]=1[NH:11][C:12]1[CH:17]=[CH:16][C:15]([C:18]2[CH:23]=[CH:22][CH:21]=[CH:20][CH:19]=2)=[CH:14][C:13]=1[NH2:24])[CH3:10], predict the reactants needed to synthesize it. The reactants are: [CH2:1]([C:3]1[CH:8]=[CH:7][CH:6]=[C:5]([CH2:9][CH3:10])[C:4]=1[NH:11][C:12]1[CH:17]=[CH:16][C:15]([C:18]2[CH:23]=[CH:22][CH:21]=[CH:20][CH:19]=2)=[CH:14][C:13]=1[N+:24]([O-])=O)[CH3:2]. (5) Given the product [OH:1][C:2]1[CH:7]=[CH:6][CH:5]=[CH:4][C:3]=1[C:8](=[O:20])[CH2:9][CH2:10][CH2:11][CH2:12][CH2:13][CH2:14][CH2:15][CH2:48][C:47]([OH:50])=[O:49], predict the reactants needed to synthesize it. The reactants are: [OH:1][C:2]1[CH:7]=[CH:6][CH:5]=[CH:4][C:3]=1[CH:8]([OH:20])[CH2:9][CH2:10][CH2:11][CH2:12][CH2:13][CH2:14][CH2:15]CCCO.CN(C)C=O.[Cr](O[Cr]([O-])(=O)=O)([O-])(=O)=O.[NH+]1C=CC=CC=1.[NH+]1C=CC=CC=1.[C:47]([O:50]CC)(=[O:49])[CH3:48]. (6) Given the product [CH3:28][O:27][CH2:26][C@@H:24]1[CH2:23][N:22]([C:29]([O:31][C:32]([CH3:33])([CH3:35])[CH3:34])=[O:30])[C@H:21]([C:19]2[NH:18][C:17]3[C:36]4[C:13]([CH2:14][CH2:15][C:16]=3[N:20]=2)=[CH:12][C:11]2[C:5]3[C:6]([CH2:8][O:9][C:10]=2[CH:37]=4)=[CH:7][C:2]([B:38]2[O:42][C:41]([CH3:44])([CH3:43])[C:40]([CH3:46])([CH3:45])[O:39]2)=[CH:3][CH:4]=3)[CH2:25]1, predict the reactants needed to synthesize it. The reactants are: Cl[C:2]1[CH:7]=[C:6]2[CH2:8][O:9][C:10]3[CH:37]=[C:36]4[C:13]([CH2:14][CH2:15][C:16]5[N:20]=[C:19]([C@@H:21]6[CH2:25][C@H:24]([CH2:26][O:27][CH3:28])[CH2:23][N:22]6[C:29]([O:31][C:32]([CH3:35])([CH3:34])[CH3:33])=[O:30])[NH:18][C:17]=54)=[CH:12][C:11]=3[C:5]2=[CH:4][CH:3]=1.[B:38]1([B:38]2[O:42][C:41]([CH3:44])([CH3:43])[C:40]([CH3:46])([CH3:45])[O:39]2)[O:42][C:41]([CH3:44])([CH3:43])[C:40]([CH3:46])([CH3:45])[O:39]1.C([O-])(=O)C.[K+].